This data is from Reaction yield outcomes from USPTO patents with 853,638 reactions. The task is: Predict the reaction yield, written as a fraction of the theoretical maximum amount of product (1.0 means a 100% yield; for example, 0.34 means a 34% yield). (1) The reactants are [CH3:1][O:2][C:3]1[CH:4]=[C:5]2[C:10](=[CH:11][C:12]=1[O:13][CH3:14])[N:9]=[CH:8][CH:7]=[C:6]2[O:15][C:16]1[C:22]([CH3:23])=[CH:21][C:19]([NH2:20])=[C:18]([CH3:24])[CH:17]=1.Cl[C:26](Cl)([O:28][C:29](=[O:35])OC(Cl)(Cl)Cl)Cl.[CH3:37][N:38]1[CH2:43][CH2:42][N:41]([CH2:44][CH2:45]CO)[CH2:40][CH2:39]1.C(=O)(O)[O-].[Na+]. The catalyst is C(Cl)Cl.C(N(CC)CC)C.C1(C)C=CC=CC=1. The product is [CH3:1][O:2][C:3]1[CH:4]=[C:5]2[C:10](=[CH:11][C:12]=1[O:13][CH3:14])[N:9]=[CH:8][CH:7]=[C:6]2[O:15][C:16]1[C:22]([CH3:23])=[CH:21][C:19]([NH:20][C:29](=[O:35])[O:28][CH2:26][CH2:45][CH2:44][N:41]2[CH2:42][CH2:43][N:38]([CH3:37])[CH2:39][CH2:40]2)=[C:18]([CH3:24])[CH:17]=1. The yield is 0.360. (2) The reactants are [NH2:1][C:2]1[C:3]([C:7]2[N:8]([CH2:32][CH3:33])[C:9]3[C:14]([O:15][CH2:16][CH:17]4[CH2:22][CH2:21][N:20]([C:23]([O:25][C:26]([CH3:29])([CH3:28])[CH3:27])=[O:24])[CH2:19][CH2:18]4)=[CH:13][N:12]=[C:11](Cl)[C:10]=3[N:31]=2)=[N:4][O:5][N:6]=1.[I-].[Na+].C1CCN2C(=NCCC2)CC1.C(N(CC)CC)C.[CH3:54][C:55]([OH:59])([C:57]#[CH:58])[CH3:56]. The catalyst is C(OCC)(=O)C.[Zn].CS(C)=O. The product is [NH2:1][C:2]1[C:3]([C:7]2[N:8]([CH2:32][CH3:33])[C:9]3[C:14]([O:15][CH2:16][CH:17]4[CH2:22][CH2:21][N:20]([C:23]([O:25][C:26]([CH3:29])([CH3:28])[CH3:27])=[O:24])[CH2:19][CH2:18]4)=[CH:13][N:12]=[C:11]([C:58]#[C:57][C:55]([OH:59])([CH3:56])[CH3:54])[C:10]=3[N:31]=2)=[N:4][O:5][N:6]=1. The yield is 0.230. (3) The reactants are [CH:1](=O)[C:2]1[CH:7]=[CH:6][CH:5]=[CH:4][CH:3]=1.[CH3:9][C:10]([CH3:12])=[O:11].[OH-].[Na+].O. The catalyst is C(O)C. The product is [C:2]1([CH:1]=[CH:9][C:10](=[O:11])[CH:12]=[CH:1][C:2]2[CH:7]=[CH:6][CH:5]=[CH:4][CH:3]=2)[CH:7]=[CH:6][CH:5]=[CH:4][CH:3]=1. The yield is 0.820.